Task: Predict the reactants needed to synthesize the given product.. Dataset: Full USPTO retrosynthesis dataset with 1.9M reactions from patents (1976-2016) (1) Given the product [C:31]1(=[O:40])[N:30]([C@@H:6]2[C@@H:5]([OH:4])[C@H:20]([OH:21])[C@@H:19]([CH2:25][OH:26])[O:18][C@H:7]2[O:8][CH2:9][CH2:10][CH2:11][CH2:12][CH2:13][C:14]([O:16][CH3:17])=[O:15])[C:34](=[O:35])[C:33]2=[CH:36][CH:37]=[CH:38][CH:39]=[C:32]12, predict the reactants needed to synthesize it. The reactants are: C([O:4][C@H:5]1[C@H:20]([O:21]C(=O)C)[C@@H:19]([CH2:25][O:26]C(=O)C)[O:18][C@@H:7]([O:8][CH2:9][CH2:10][CH2:11][CH2:12][CH2:13][C:14]([O:16][CH3:17])=[O:15])[C@@H:6]1[N:30]1[C:34](=[O:35])[C:33]2=[CH:36][CH:37]=[CH:38][CH:39]=[C:32]2[C:31]1=[O:40])(=O)C.C[O-].[Na+].CO. (2) Given the product [CH3:11][NH:12][CH2:2][CH:3]([C:5]1[N:6]([CH3:10])[CH:7]=[CH:8][CH:9]=1)[OH:4], predict the reactants needed to synthesize it. The reactants are: Cl[CH2:2][CH:3]([C:5]1[N:6]([CH3:10])[CH:7]=[CH:8][CH:9]=1)[OH:4].[CH3:11][NH2:12].[BH4-].[Na+]. (3) Given the product [N:16]1[CH:17]=[CH:18][CH:19]=[CH:20][C:15]=1[C:13]1[N:14]=[C:1]([C:2]2[CH:8]=[CH:7][CH:6]=[CH:5][C:3]=2[OH:4])[O:10][N:12]=1, predict the reactants needed to synthesize it. The reactants are: [C:1]([OH:10])(=O)[C:2]1[C:3](=[CH:5][CH:6]=[CH:7][CH:8]=1)[OH:4].O[NH:12][C:13]([C:15]1[CH:20]=[CH:19][CH:18]=[CH:17][N:16]=1)=[NH:14]. (4) Given the product [Cl:10][C:8]1[N:7]=[C:6]([O:11][CH:12]([CH:14]2[CH2:17][CH2:16][CH2:15]2)[CH3:13])[C:5]2[N:18]([CH2:19][C@H:20]3[CH2:25][CH2:24][C@H:23]([CH3:26])[CH2:22][CH2:21]3)[C:2]([N:34]3[CH2:35][CH2:36][O:37][CH2:38][C@H:33]3[C:27]3[CH:32]=[CH:31][CH:30]=[CH:29][CH:28]=3)=[N:3][C:4]=2[CH:9]=1, predict the reactants needed to synthesize it. The reactants are: Br[C:2]1[N:18]([CH2:19][C@H:20]2[CH2:25][CH2:24][C@H:23]([CH3:26])[CH2:22][CH2:21]2)[C:5]2[C:6]([O:11][CH:12]([CH:14]3[CH2:17][CH2:16][CH2:15]3)[CH3:13])=[N:7][C:8]([Cl:10])=[CH:9][C:4]=2[N:3]=1.[C:27]1([C@@H:33]2[CH2:38][O:37][CH2:36][CH2:35][NH:34]2)[CH:32]=[CH:31][CH:30]=[CH:29][CH:28]=1.[F-].[Cs+]. (5) Given the product [C:30]([N:15]1[CH2:16][CH2:17][CH2:18][C@H:13]([NH:12][C:11]2[C:2]([CH3:1])=[N:3][C:4]3[C:9]([N:10]=2)=[C:8]([C:19]2[NH:27][C:26]4[CH2:25][CH2:24][NH:23][C:22](=[O:28])[C:21]=4[CH:20]=2)[CH:7]=[CH:6][CH:5]=3)[CH2:14]1)(=[O:31])[CH3:29], predict the reactants needed to synthesize it. The reactants are: [CH3:1][C:2]1[C:11]([NH:12][C@H:13]2[CH2:18][CH2:17][CH2:16][NH:15][CH2:14]2)=[N:10][C:9]2[C:4](=[CH:5][CH:6]=[CH:7][C:8]=2[C:19]2[NH:27][C:26]3[CH2:25][CH2:24][NH:23][C:22](=[O:28])[C:21]=3[CH:20]=2)[N:3]=1.[CH3:29][C:30](OC(C)=O)=[O:31]. (6) The reactants are: [CH:1]1([OH:4])CC1.[Cr](O[Cr]([O-])(=O)=O)([O-])(=O)=O.[NH+]1[CH:19]=[CH:18][CH:17]=[CH:16][CH:15]=1.[NH+]1C=CC=C[CH:21]=1.[OH2:26]. Given the product [CH2:16]([C@H:17]1[CH2:21][C@H:18]1[CH2:19][C:1]([OH:4])=[O:26])[CH3:15], predict the reactants needed to synthesize it.